Dataset: Peptide-MHC class II binding affinity with 134,281 pairs from IEDB. Task: Regression. Given a peptide amino acid sequence and an MHC pseudo amino acid sequence, predict their binding affinity value. This is MHC class II binding data. (1) The peptide sequence is IKQTLIAIHTLAIRYANRTDV. The MHC is DRB1_0401 with pseudo-sequence DRB1_0401. The binding affinity (normalized) is 0.582. (2) The peptide sequence is KFKEDVESALHLFKT. The binding affinity (normalized) is 0.274. The MHC is DRB1_0101 with pseudo-sequence DRB1_0101.